From a dataset of Peptide-MHC class I binding affinity with 185,985 pairs from IEDB/IMGT. Regression. Given a peptide amino acid sequence and an MHC pseudo amino acid sequence, predict their binding affinity value. This is MHC class I binding data. The peptide sequence is YLGVNNLPY. The MHC is HLA-A11:01 with pseudo-sequence HLA-A11:01. The binding affinity (normalized) is 0.324.